This data is from Full USPTO retrosynthesis dataset with 1.9M reactions from patents (1976-2016). The task is: Predict the reactants needed to synthesize the given product. (1) Given the product [CH:1]1([N:22]2[C:20]3=[N:21][C:16]([S:15][CH3:14])=[N:17][CH:18]=[C:19]3[CH:24]=[N:23]2)[C:11]2=[C:12]3[C:7](=[CH:8][CH:9]=[CH:10]2)[CH:6]=[CH:5][CH:4]=[C:3]3[CH2:2]1, predict the reactants needed to synthesize it. The reactants are: [CH:1]1(O)[C:11]2=[C:12]3[C:7](=[CH:8][CH:9]=[CH:10]2)[CH:6]=[CH:5][CH:4]=[C:3]3[CH2:2]1.[CH3:14][S:15][C:16]1[N:21]=[C:20]2[NH:22][N:23]=[CH:24][C:19]2=[CH:18][N:17]=1. (2) Given the product [NH:35]([C:29]1[CH:28]=[CH:27][NH:33][C:46](=[O:48])[N:31]=1)[C:36]([NH2:40])=[O:37], predict the reactants needed to synthesize it. The reactants are: C(C(CCCCCCCCCCCC)CO)CCCCCCCCC.C[C:27]1[NH:33]C(N)=[N:31][C:29](=O)[CH:28]=1.[N-:35]=[C:36]=[O:37].C1C(=O)NC(N)=[N:40]C=1.[CH2:46]([OH:48])C. (3) Given the product [Cl:1][C:2]1[CH:7]=[C:6]([F:8])[CH:5]=[CH:4][C:3]=1[C:9]([C:11]1[C:12]([CH3:34])=[N:13][N:14]([CH3:33])[C:15]=1[C:16]1[C:17]([F:32])=[CH:18][C:19]([OH:45])=[CH:20][C:21]=1[F:22])=[O:10], predict the reactants needed to synthesize it. The reactants are: [Cl:1][C:2]1[CH:7]=[C:6]([F:8])[CH:5]=[CH:4][C:3]=1[C:9]([C:11]1[C:12]([CH3:34])=[N:13][N:14]([CH3:33])[C:15]=1[C:16]1[C:21]([F:22])=[CH:20][C:19](B2OC(C)(C)C(C)(C)O2)=[CH:18][C:17]=1[F:32])=[O:10].C[N+]([O-:45])(C)C1C=CC(C)=CC=1. (4) Given the product [NH2:1][C:2]1[N:7]2[CH:8]=[CH:9][N:10]=[C:6]2[C:5]([C:11]([NH:13][CH2:14][CH:15]2[CH2:16][CH2:17][N:18]([CH2:21][CH2:22][CH2:23][CH3:24])[CH2:19][CH2:20]2)=[O:12])=[CH:4][CH:3]=1, predict the reactants needed to synthesize it. The reactants are: [NH2:1][C:2]1[N:7]2[CH:8]=[CH:9][N:10]=[C:6]2[C:5]([C:11]([NH:13][CH2:14][CH:15]2[CH2:20][CH2:19][N:18]([CH2:21][CH2:22][CH2:23][CH3:24])[CH2:17][CH2:16]2)=[O:12])=[CH:4][C:3]=1Cl.C([O-])=O.[NH4+]. (5) Given the product [Cl:25][C:26]1[N:31]=[C:30]([C:13]2[CH:14]=[CH:15][C:8]([O:7][CH:4]3[CH2:3][CH2:2][O:1][CH2:6][CH2:5]3)=[C:9]([CH:12]=2)[C:10]#[N:11])[CH:29]=[CH:28][N:27]=1, predict the reactants needed to synthesize it. The reactants are: [O:1]1[CH2:6][CH2:5][CH:4]([O:7][C:8]2[CH:15]=[CH:14][C:13](B3OC(C)(C)C(C)(C)O3)=[CH:12][C:9]=2[C:10]#[N:11])[CH2:3][CH2:2]1.[Cl:25][C:26]1[N:31]=[C:30](Cl)[CH:29]=[CH:28][N:27]=1.C([O-])([O-])=O.[K+].[K+]. (6) Given the product [CH3:1][C:2]1[CH:12]=[C:11]([C:13](=[N:21][O:22][CH2:23][C:24]2[CH:29]=[CH:28][C:27]([C:30]([F:31])([F:33])[F:32])=[CH:26][CH:25]=2)[CH2:14][C:15]2[CH:20]=[CH:19][CH:18]=[CH:17][CH:16]=2)[CH:10]=[CH:9][C:3]=1[O:4][CH2:5][C:6]([NH:40][CH2:39][C:38]([O:37][CH2:35][CH3:36])=[O:41])=[O:8], predict the reactants needed to synthesize it. The reactants are: [CH3:1][C:2]1[CH:12]=[C:11]([C:13](=[N:21][O:22][CH2:23][C:24]2[CH:29]=[CH:28][C:27]([C:30]([F:33])([F:32])[F:31])=[CH:26][CH:25]=2)[CH2:14][C:15]2[CH:20]=[CH:19][CH:18]=[CH:17][CH:16]=2)[CH:10]=[CH:9][C:3]=1[O:4][CH2:5][C:6]([OH:8])=O.Cl.[CH2:35]([O:37][C:38](=[O:41])[CH2:39][NH2:40])[CH3:36].C1C=CC2N(O)N=NC=2C=1.CCN=C=NCCCN(C)C.C(N1CCOCC1)C. (7) Given the product [C:14]1([CH2:13][C@H:6]([NH:5][C:3](=[O:4])[C@@H:2]([NH:1][C:37](=[O:38])[C@@H:36]([NH:35][C:33](=[O:34])[O:32][C:28]([CH3:30])([CH3:29])[CH3:31])[CH3:40])[CH2:19][C:20]2[CH:21]=[CH:22][C:23]([O:26][CH3:27])=[CH:24][CH:25]=2)[C:7]([C@@:9]2([CH3:12])[CH2:11][O:10]2)=[O:8])[CH2:18][CH2:17][CH2:16][CH:15]=1, predict the reactants needed to synthesize it. The reactants are: [NH2:1][C@@H:2]([CH2:19][C:20]1[CH:25]=[CH:24][C:23]([O:26][CH3:27])=[CH:22][CH:21]=1)[C:3]([NH:5][C@@H:6]([CH2:13][C:14]1[CH2:18][CH2:17][CH2:16][CH:15]=1)[C:7]([C@@:9]1([CH3:12])[CH2:11][O:10]1)=[O:8])=[O:4].[C:28]([O:32][C:33]([NH:35][C@@H:36]([CH3:40])[C:37](O)=[O:38])=[O:34])([CH3:31])([CH3:30])[CH3:29].CN(C(ON1N=NC2C=CC=NC1=2)=[N+](C)C)C.F[P-](F)(F)(F)(F)F.CCN(C(C)C)C(C)C.